Dataset: Full USPTO retrosynthesis dataset with 1.9M reactions from patents (1976-2016). Task: Predict the reactants needed to synthesize the given product. Given the product [CH2:6]([O:5][C:1](=[O:4])[CH2:2][S:3][C:9]1[C:10]([N+:15]([O-:17])=[O:16])=[N:11][CH:12]=[CH:13][CH:14]=1)[CH3:7], predict the reactants needed to synthesize it. The reactants are: [C:1]([O:5][CH2:6][CH3:7])(=[O:4])[CH2:2][SH:3].F[C:9]1[C:10]([N+:15]([O-:17])=[O:16])=[N:11][CH:12]=[CH:13][CH:14]=1.[H-].[Na+].